This data is from Full USPTO retrosynthesis dataset with 1.9M reactions from patents (1976-2016). The task is: Predict the reactants needed to synthesize the given product. (1) The reactants are: [H-].[Al+3].[Li+].[H-].[H-].[H-].[Cl:7][C:8]1[CH:9]=[CH:10][C:11]2[N:17]3[C:18]([CH2:21][F:22])=[N:19][N:20]=[C:16]3[C@@H:15]([CH2:23][C:24](OCC)=[O:25])[O:14][C@H:13]([C:29]3[CH:34]=[CH:33][CH:32]=[C:31]([O:35][CH3:36])[C:30]=3[O:37][CH3:38])[C:12]=2[CH:39]=1.C(C(C(C([O-])=O)O)O)([O-])=O.[Na+].[K+]. Given the product [Cl:7][C:8]1[CH:9]=[CH:10][C:11]2[N:17]3[C:18]([CH2:21][F:22])=[N:19][N:20]=[C:16]3[C@@H:15]([CH2:23][CH2:24][OH:25])[O:14][C@H:13]([C:29]3[CH:34]=[CH:33][CH:32]=[C:31]([O:35][CH3:36])[C:30]=3[O:37][CH3:38])[C:12]=2[CH:39]=1, predict the reactants needed to synthesize it. (2) Given the product [C:1]([O:4][C:5]1[CH:6]=[CH:7][C:8]([CH:11]2[CH:20]([OH:21])[C:19]3[C:14](=[CH:15][C:16]([O:22][C:23](=[O:25])[CH3:24])=[CH:17][CH:18]=3)[O:13][CH:12]2[C:26]2[CH:31]=[CH:30][CH:29]=[CH:28][CH:27]=2)=[CH:9][CH:10]=1)(=[O:3])[CH3:2], predict the reactants needed to synthesize it. The reactants are: [C:1]([O:4][C:5]1[CH:10]=[CH:9][C:8]([C:11]2[C:20](=[O:21])[C:19]3[C:14](=[CH:15][C:16]([O:22][C:23](=[O:25])[CH3:24])=[CH:17][CH:18]=3)[O:13][C:12]=2[C:26]2[CH:31]=[CH:30][CH:29]=[CH:28][CH:27]=2)=[CH:7][CH:6]=1)(=[O:3])[CH3:2].